This data is from Reaction yield outcomes from USPTO patents with 853,638 reactions. The task is: Predict the reaction yield, written as a fraction of the theoretical maximum amount of product (1.0 means a 100% yield; for example, 0.34 means a 34% yield). The reactants are C([Li])CCC.Br[C:7]1[C:11]([Br:12])=[CH:10][S:9][CH:8]=1.[C:13](=[O:15])=[O:14].[OH-].[Na+]. The catalyst is CCOCC.O. The product is [Br:12][C:11]1[C:7]([C:13]([OH:15])=[O:14])=[CH:8][S:9][CH:10]=1. The yield is 0.680.